From a dataset of Reaction yield outcomes from USPTO patents with 853,638 reactions. Predict the reaction yield, written as a fraction of the theoretical maximum amount of product (1.0 means a 100% yield; for example, 0.34 means a 34% yield). (1) The product is [CH3:32][C:31]1[CH:30]=[C:24]([CH:23]=[C:22]([CH3:33])[C:21]=1[NH:20][C:17]([C:15]1[C:14]2[C:9](=[CH:10][CH:11]=[CH:12][CH:13]=2)[N:8]=[C:7]([C:1]2[CH:6]=[CH:5][CH:4]=[CH:3][CH:2]=2)[CH:16]=1)=[O:18])[C:25]([O:27][CH2:28][CH3:29])=[O:26]. The yield is 0.284. The reactants are [C:1]1([C:7]2[CH:16]=[C:15]([C:17](O)=[O:18])[C:14]3[C:9](=[CH:10][CH:11]=[CH:12][CH:13]=3)[N:8]=2)[CH:6]=[CH:5][CH:4]=[CH:3][CH:2]=1.[NH2:20][C:21]1[C:31]([CH3:32])=[CH:30][C:24]([C:25]([O:27][CH2:28][CH3:29])=[O:26])=[CH:23][C:22]=1[CH3:33].C(N(CC)C(C)C)(C)C.CCCP1(OP(CCC)(=O)OP(CCC)(=O)O1)=O. The catalyst is C(Cl)Cl.O. (2) The reactants are [F:1][C:2]1[CH:3]=[C:4]2[C:8](=[CH:9][CH:10]=1)[NH:7][CH:6]=[CH:5]2.C=O.CNC.CI.[Si](C#N)(C)(C)C.CC[CH2:26][CH2:27][N+:28](CCCC)(CCCC)CCCC.[F-]. The catalyst is C(O)(=O)C.O.C1(C)C=CC=CC=1. The product is [F:1][C:2]1[CH:3]=[C:4]2[C:8](=[CH:9][CH:10]=1)[NH:7][CH:6]=[C:5]2[CH2:26][C:27]#[N:28]. The yield is 0.610. (3) The reactants are C([S:8][C:9]1[CH:10]=[C:11]2[C:16](=[CH:17][CH:18]=1)[N:15]([C:19]1[CH:24]=[C:23](Cl)[C:22]([C:26]([F:29])([F:28])[F:27])=[CH:21][C:20]=1[O:30][CH3:31])[C:14](=[O:32])[CH:13]=[CH:12]2)C1C=CC=CC=1.ClN1C(C)(C)C(=[O:41])N(Cl)C1=O.N1CC(=O)NC1=O.[F:51][C:52]1[C:57]([F:58])=[C:56]([F:59])[C:55]([F:60])=[C:54]([F:61])[C:53]=1[OH:62].C(N(CC)CC)C.[Cl-:70].[Na+].[OH2:72]. The catalyst is CC(O)C.CCOC(C)=O.O.CC#N.CC(O)=O. The product is [Cl:70][C:23]1[C:22]([C:26]([F:29])([F:27])[F:28])=[CH:21][C:20]([O:30][CH3:31])=[C:19]([N:15]2[C:16]3[C:11](=[CH:10][C:9]([S:8]([O:62][C:53]4[C:52]([F:51])=[C:57]([F:58])[C:56]([F:59])=[C:55]([F:60])[C:54]=4[F:61])(=[O:41])=[O:72])=[CH:18][CH:17]=3)[CH:12]=[CH:13][C:14]2=[O:32])[CH:24]=1. The yield is 0.870. (4) The reactants are [P:1]([O-:18])([O:10][CH2:11][C:12]1[CH:17]=[CH:16][CH:15]=[CH:14][CH:13]=1)[O:2][CH2:3][C:4]1[CH:9]=[CH:8][CH:7]=[CH:6][CH:5]=1.C=O.N1C=CC=CC=1.[F:27][C:28]([F:41])([F:40])[S:29]([O:32]S(C(F)(F)F)(=O)=O)(=[O:31])=[O:30]. The catalyst is C1COCC1.CCCCCC.C(OCC)(=O)C. The product is [PH:1](=[O:18])([O:10][CH2:11][C:12]1[CH:17]=[CH:16][CH:15]=[CH:14][CH:13]=1)[O:2][CH2:3][C:4]1[CH:9]=[CH:8][CH:7]=[CH:6][CH:5]=1.[OH:32][S:29]([C:28]([F:41])([F:40])[F:27])(=[O:31])=[O:30]. The yield is 0.410. (5) The catalyst is ClCCl. The reactants are C[O:2][C:3]1[CH:34]=[CH:33][C:6]([O:7][CH:8]2[CH2:11][N:10]([C:12]([CH3:32])([CH3:31])[CH2:13][CH2:14][C:15]([C:25]3[CH:30]=[CH:29][CH:28]=[CH:27][CH:26]=3)([C:19]3[CH:24]=[CH:23][CH:22]=[CH:21][CH:20]=3)[C:16]([NH2:18])=[O:17])[CH2:9]2)=[CH:5][CH:4]=1.B(Br)(Br)Br. The yield is 0.270. The product is [OH:2][C:3]1[CH:4]=[CH:5][C:6]([O:7][CH:8]2[CH2:11][N:10]([C:12]([CH3:31])([CH3:32])[CH2:13][CH2:14][C:15]([C:25]3[CH:26]=[CH:27][CH:28]=[CH:29][CH:30]=3)([C:19]3[CH:24]=[CH:23][CH:22]=[CH:21][CH:20]=3)[C:16]([NH2:18])=[O:17])[CH2:9]2)=[CH:33][CH:34]=1. (6) The reactants are [CH3:1][O:2][C:3]1[CH:4]=[C:5]([CH:34]=[CH:35][C:36]=1[O:37][CH2:38][C:39]1[CH:40]=[N:41][C:42]([O:45][CH3:46])=[CH:43][CH:44]=1)[CH2:6][N:7]1[C:11]2=[N:12][CH:13]=[C:14]([C:16]3[N:20]=[C:19]([CH:21]4[CH2:26][CH2:25][N:24](C(OC(C)(C)C)=O)[CH2:23][CH2:22]4)[O:18][N:17]=3)[CH:15]=[C:10]2[N:9]=[CH:8]1.FC(F)(F)C(O)=O. The catalyst is ClCCl.C(=O)([O-])[O-].[Na+].[Na+]. The product is [CH3:1][O:2][C:3]1[CH:4]=[C:5]([CH:34]=[CH:35][C:36]=1[O:37][CH2:38][C:39]1[CH:40]=[N:41][C:42]([O:45][CH3:46])=[CH:43][CH:44]=1)[CH2:6][N:7]1[C:11]2=[N:12][CH:13]=[C:14]([C:16]3[N:20]=[C:19]([CH:21]4[CH2:26][CH2:25][NH:24][CH2:23][CH2:22]4)[O:18][N:17]=3)[CH:15]=[C:10]2[N:9]=[CH:8]1. The yield is 0.570.